Dataset: Full USPTO retrosynthesis dataset with 1.9M reactions from patents (1976-2016). Task: Predict the reactants needed to synthesize the given product. (1) Given the product [Cl:1][C:2]1[CH:3]=[C:4]([C:8]2[N:13]=[C:12]([C:14]([NH:21][C:20]([CH3:23])([CH3:22])[C:19]([O:18][CH3:17])=[O:24])=[O:16])[CH:11]=[CH:10][CH:9]=2)[CH:5]=[CH:6][CH:7]=1, predict the reactants needed to synthesize it. The reactants are: [Cl:1][C:2]1[CH:3]=[C:4]([C:8]2[N:13]=[C:12]([C:14]([OH:16])=O)[CH:11]=[CH:10][CH:9]=2)[CH:5]=[CH:6][CH:7]=1.[CH3:17][O:18][C:19](=[O:24])[C:20]([CH3:23])([CH3:22])[NH2:21].CN(C(ON1N=NC2C=CC=CC1=2)=[N+](C)C)C.F[P-](F)(F)(F)(F)F. (2) The reactants are: [F:1][CH:2]([F:39])[O:3][C:4]1[CH:5]=[C:6]([C:10]2[CH:14]=[C:13]([C:15]([NH:17][C:18]3[CH:23]=[CH:22][C:21]([C@@H:24]4[O:29][CH2:28][CH2:27][N:26](C(OC(C)(C)C)=O)[CH2:25]4)=[CH:20][CH:19]=3)=[O:16])[N:12]([CH2:37][CH3:38])[N:11]=2)[CH:7]=[CH:8][CH:9]=1.[ClH:40].C(OCC)C. Given the product [ClH:40].[F:39][CH:2]([F:1])[O:3][C:4]1[CH:5]=[C:6]([C:10]2[CH:14]=[C:13]([C:15]([NH:17][C:18]3[CH:19]=[CH:20][C:21]([C@@H:24]4[O:29][CH2:28][CH2:27][NH:26][CH2:25]4)=[CH:22][CH:23]=3)=[O:16])[N:12]([CH2:37][CH3:38])[N:11]=2)[CH:7]=[CH:8][CH:9]=1, predict the reactants needed to synthesize it. (3) Given the product [CH2:38]([O:37][C:35]([C:31]1[NH:32][CH:33]=[C:34]2[CH:16]([C:14]3[O:15][C:11]([S:10][C:2]4[NH:1][C:5]5[CH:6]=[CH:7][CH:8]=[CH:9][C:4]=5[N:3]=4)=[CH:12][CH:13]=3)[C:23]3[C:21](=[O:22])[CH2:20][C:19]([CH3:18])([CH3:27])[CH2:26][C:24]=3[NH:29][C:30]=12)=[O:36])[CH3:39], predict the reactants needed to synthesize it. The reactants are: [NH:1]1[C:5]2[CH:6]=[CH:7][CH:8]=[CH:9][C:4]=2[N:3]=[C:2]1[S:10][C:11]1[O:15][C:14]([CH:16]=O)=[CH:13][CH:12]=1.[CH3:18][C:19]1([CH3:27])[CH2:26][C:24](=O)[CH2:23][C:21](=[O:22])[CH2:20]1.Cl.[NH2:29][C:30]1[CH:34]=[CH:33][NH:32][C:31]=1[C:35]([O:37][CH2:38][CH3:39])=[O:36].C(N(CC)C(C)C)(C)C. (4) The reactants are: [Br:1][C:2]1[C:10]([F:11])=[CH:9][C:5]([C:6]([OH:8])=[O:7])=[C:4]([F:12])[CH:3]=1.OS(O)(=O)=O.[CH3:18]O. Given the product [Br:1][C:2]1[C:10]([F:11])=[CH:9][C:5]([C:6]([O:8][CH3:18])=[O:7])=[C:4]([F:12])[CH:3]=1, predict the reactants needed to synthesize it. (5) Given the product [CH:17]1([C:3]2[C:4]3[S:9][C:8]([C:10]([O:12][C:13]([CH3:16])([CH3:15])[CH3:14])=[O:11])=[CH:7][C:5]=3[N:6]([CH2:26][C:27]([O:29][CH3:30])=[O:28])[C:2]=2[C:33]2[CH:34]=[CH:35][O:31][CH:32]=2)[CH2:22][CH2:21][CH2:20][CH2:19][CH2:18]1, predict the reactants needed to synthesize it. The reactants are: Br[C:2]1[NH:6][C:5]2[CH:7]=[C:8]([C:10]([O:12][C:13]([CH3:16])([CH3:15])[CH3:14])=[O:11])[S:9][C:4]=2[C:3]=1[CH:17]1[CH2:22][CH2:21][CH2:20][CH2:19][CH2:18]1.[H-].[Na+].Br[CH2:26][C:27]([O:29][CH3:30])=[O:28].[O:31]1[CH:35]=[CH:34][C:33](B(O)O)=[CH:32]1.C([O-])([O-])=O.[Na+].[Na+].